This data is from NCI-60 drug combinations with 297,098 pairs across 59 cell lines. The task is: Regression. Given two drug SMILES strings and cell line genomic features, predict the synergy score measuring deviation from expected non-interaction effect. (1) Drug 2: CC1=C(C(=CC=C1)Cl)NC(=O)C2=CN=C(S2)NC3=CC(=NC(=N3)C)N4CCN(CC4)CCO. Drug 1: C1CCC(CC1)NC(=O)N(CCCl)N=O. Cell line: NCI-H226. Synergy scores: CSS=36.8, Synergy_ZIP=-3.90, Synergy_Bliss=4.25, Synergy_Loewe=5.41, Synergy_HSA=5.85. (2) Drug 1: C1=C(C(=O)NC(=O)N1)F. Drug 2: B(C(CC(C)C)NC(=O)C(CC1=CC=CC=C1)NC(=O)C2=NC=CN=C2)(O)O. Cell line: SNB-75. Synergy scores: CSS=22.6, Synergy_ZIP=-3.21, Synergy_Bliss=1.13, Synergy_Loewe=2.53, Synergy_HSA=1.63. (3) Drug 1: CCC1(CC2CC(C3=C(CCN(C2)C1)C4=CC=CC=C4N3)(C5=C(C=C6C(=C5)C78CCN9C7C(C=CC9)(C(C(C8N6C=O)(C(=O)OC)O)OC(=O)C)CC)OC)C(=O)OC)O.OS(=O)(=O)O. Drug 2: CC1=C(C=C(C=C1)NC(=O)C2=CC=C(C=C2)CN3CCN(CC3)C)NC4=NC=CC(=N4)C5=CN=CC=C5. Cell line: OVCAR-5. Synergy scores: CSS=12.2, Synergy_ZIP=-4.13, Synergy_Bliss=-1.19, Synergy_Loewe=-2.08, Synergy_HSA=0.467.